Dataset: Forward reaction prediction with 1.9M reactions from USPTO patents (1976-2016). Task: Predict the product of the given reaction. Given the reactants [CH3:1][O:2][C:3]([C:5]1[CH:6]=[C:7]2[C:11](=[CH:12][CH:13]=1)[NH:10][C:9](=[O:14])[CH:8]2SC)=[O:4], predict the reaction product. The product is: [CH3:1][O:2][C:3]([C:5]1[CH:6]=[C:7]2[C:11](=[CH:12][CH:13]=1)[NH:10][C:9](=[O:14])[CH2:8]2)=[O:4].